From a dataset of Full USPTO retrosynthesis dataset with 1.9M reactions from patents (1976-2016). Predict the reactants needed to synthesize the given product. (1) The reactants are: [CH3:1][O:2][C:3](=[O:23])[C:4]([O:7][C:8]1[CH:13]=[CH:12][C:11]([O:14]CC2C=CC=CC=2)=[CH:10][C:9]=1[CH3:22])([CH3:6])[CH3:5].[H][H].C(OCC)(=O)C. Given the product [CH3:1][O:2][C:3](=[O:23])[C:4]([O:7][C:8]1[CH:13]=[CH:12][C:11]([OH:14])=[CH:10][C:9]=1[CH3:22])([CH3:6])[CH3:5], predict the reactants needed to synthesize it. (2) Given the product [CH:28]1([CH2:27][NH:26][N:17]2[C:18]3[C:23](=[CH:22][CH:21]=[CH:20][CH:19]=3)[C:24]([OH:25])=[C:15]([C:10]3[NH:9][C:8]4[CH:32]=[CH:33][C:5]([O:4][CH2:3][CH2:2][NH:1][S:35]([CH3:34])(=[O:37])=[O:36])=[CH:6][C:7]=4[S:12](=[O:14])(=[O:13])[N:11]=3)[C:16]2=[O:31])[CH2:30][CH2:29]1, predict the reactants needed to synthesize it. The reactants are: [NH2:1][CH2:2][CH2:3][O:4][C:5]1[CH:33]=[CH:32][C:8]2[NH:9][C:10]([C:15]3[C:16](=[O:31])[N:17]([NH:26][CH2:27][CH:28]4[CH2:30][CH2:29]4)[C:18]4[C:23]([C:24]=3[OH:25])=[CH:22][CH:21]=[CH:20][CH:19]=4)=[N:11][S:12](=[O:14])(=[O:13])[C:7]=2[CH:6]=1.[CH3:34][S:35](Cl)(=[O:37])=[O:36]. (3) Given the product [F:1][C:2]1[C:10]2[O:9][CH2:8][CH2:7][C:6]=2[CH:5]=[C:4]([NH:11][N:43]=[C:19]2[CH2:23][CH2:22][CH2:27][NH:28][C:20]2=[O:21])[CH:3]=1, predict the reactants needed to synthesize it. The reactants are: [F:1][C:2]1[C:10]2[O:9][CH2:8][CH2:7][C:6]=2[CH:5]=[C:4]([NH2:11])[CH:3]=1.Cl.N([O-])=O.[Na+].[Cl-].F[C:19]1[C:23]2C=CC=[CH:27][C:22]=2[O:21][C:20]=1[N+:28]#N.C([O-])([O-])=O.[Na+].[Na+].C(OC(C1CC(C)C[NH:43]C1=O)=O)C.[OH-].[K+].